From a dataset of Reaction yield outcomes from USPTO patents with 853,638 reactions. Predict the reaction yield, written as a fraction of the theoretical maximum amount of product (1.0 means a 100% yield; for example, 0.34 means a 34% yield). (1) The reactants are CS(C)(=O)=O.Cl.[C:7](Cl)(=[NH:9])[NH2:8].C([O:13][C:14]([C:16]1[C:24]2[C:19](=[CH:20][CH:21]=[CH:22][C:23]=2[Cl:25])[NH:18][C:17]=1[NH2:26])=O)C.O.N. The catalyst is C(Cl)(Cl)Cl.O. The product is [NH2:8][C:7]1[NH:9][C:14](=[O:13])[C:16]2[C:24]3[C:19](=[CH:20][CH:21]=[CH:22][C:23]=3[Cl:25])[NH:18][C:17]=2[N:26]=1. The yield is 0.780. (2) The reactants are C(ON=O)CC(C)C.[CH3:9][N:10]1[C:14]2=[N:15][CH:16]=[C:17]([N+:19]([O-:21])=[O:20])[CH:18]=[C:13]2[C:12](N)=[N:11]1.[IH:23].[OH-].[NH4+]. The catalyst is ICI.O.CO.CC(C)=O. The product is [I:23][C:12]1[C:13]2[C:14](=[N:15][CH:16]=[C:17]([N+:19]([O-:21])=[O:20])[CH:18]=2)[N:10]([CH3:9])[N:11]=1. The yield is 0.340. (3) The reactants are F[C:2]1[CH:12]=[CH:11][C:5]([C:6]([O:8][CH2:9][CH3:10])=[O:7])=[CH:4][CH:3]=1.[NH:13]1[CH2:18][CH2:17][NH:16][CH2:15][CH2:14]1. The catalyst is CS(C)=O. The product is [N:13]1([C:2]2[CH:12]=[CH:11][C:5]([C:6]([O:8][CH2:9][CH3:10])=[O:7])=[CH:4][CH:3]=2)[CH2:18][CH2:17][NH:16][CH2:15][CH2:14]1. The yield is 0.868. (4) The reactants are [N:1]1[CH:6]=[CH:5][CH:4]=[CH:3][C:2]=1[C:7]1[N:11]=[C:10]([C:12]2[CH:17]=[C:16]([OH:18])[CH:15]=[C:14]([C:19]#[N:20])[CH:13]=2)[O:9][N:8]=1.[C:21](=[O:24])([O-])[O-].[K+].[K+].Br[CH2:28]C. The catalyst is CN(C)C=O.ClCCl. The product is [N:1]1[CH:6]=[CH:5][CH:4]=[CH:3][C:2]=1[C:7]1[N:11]=[C:10]([C:12]2[CH:17]=[C:16]([O:18][CH2:28][CH2:21][OH:24])[CH:15]=[C:14]([C:19]#[N:20])[CH:13]=2)[O:9][N:8]=1. The yield is 0.390. (5) The reactants are [CH3:1][O:2][C:3]1[CH:4]=[C:5]([CH:14]=[CH:15][C:16]([O:18][CH2:19][CH2:20][CH2:21][CH2:22][CH2:23][CH2:24][O:25][C:26](=[O:39])[C:27]2[CH:32]=[C:31]([N+:33]([O-])=O)[CH:30]=[C:29]([N+:36]([O-])=O)[CH:28]=2)=[O:17])[CH:6]=[CH:7][C:8]=1[O:9][CH2:10][CH2:11][CH2:12][CH3:13].[Cl-].[NH4+]. The catalyst is [Zn].CO.O. The product is [CH3:1][O:2][C:3]1[CH:4]=[C:5]([CH:14]=[CH:15][C:16]([O:18][CH2:19][CH2:20][CH2:21][CH2:22][CH2:23][CH2:24][O:25][C:26](=[O:39])[C:27]2[CH:32]=[C:31]([NH2:33])[CH:30]=[C:29]([NH2:36])[CH:28]=2)=[O:17])[CH:6]=[CH:7][C:8]=1[O:9][CH2:10][CH2:11][CH2:12][CH3:13]. The yield is 0.990.